Dataset: Reaction yield outcomes from USPTO patents with 853,638 reactions. Task: Predict the reaction yield, written as a fraction of the theoretical maximum amount of product (1.0 means a 100% yield; for example, 0.34 means a 34% yield). (1) The reactants are [F:1][C:2]1[C:10]([O:11][CH3:12])=[C:9]([N+:13]([O-:15])=[O:14])[CH:8]=[CH:7][C:3]=1[C:4]([OH:6])=O.[NH:16]1[CH2:21][CH2:20][O:19][CH2:18][CH2:17]1.CCN(C(C)C)C(C)C.CN(C(ON1N=NC2C=CC=CC1=2)=[N+](C)C)C.F[P-](F)(F)(F)(F)F. The catalyst is C(Cl)Cl.O. The product is [F:1][C:2]1[C:10]([O:11][CH3:12])=[C:9]([N+:13]([O-:15])=[O:14])[CH:8]=[CH:7][C:3]=1[C:4]([N:16]1[CH2:21][CH2:20][O:19][CH2:18][CH2:17]1)=[O:6]. The yield is 0.830. (2) The reactants are C([N:3]1[C:15]2[C:14]([O:16][CH3:17])=[CH:13][CH:12]=[C:11]([S:18](Cl)(=[O:20])=[O:19])[C:10]=2[C:9]2[C:4]1=[CH:5][CH:6]=[CH:7][CH:8]=2)=O.[NH2:22][C:23]1[CH:28]=[CH:27][N:26]=[CH:25][CH:24]=1. The product is [CH3:17][O:16][C:14]1[C:15]2[NH:3][C:4]3[C:9](=[CH:8][CH:7]=[CH:6][CH:5]=3)[C:10]=2[C:11]([S:18]([NH:22][C:23]2[CH:28]=[CH:27][N:26]=[CH:25][CH:24]=2)(=[O:19])=[O:20])=[CH:12][CH:13]=1. The yield is 0.410. The catalyst is N1C=CC=CC=1. (3) The reactants are [ClH:1].[C:2]1([S:8]([N:11]2[C:15]3=[N:16][CH:17]=[N:18][C:19]([N:20]4[CH2:25][CH2:24][NH:23][CH2:22][CH2:21]4)=[C:14]3[C:13]([Br:26])=[N:12]2)(=[O:10])=[O:9])[CH:7]=[CH:6][CH:5]=[CH:4][CH:3]=1. The catalyst is CO. The product is [ClH:1].[ClH:1].[C:2]1([S:8]([N:11]2[C:15]3=[N:16][CH:17]=[N:18][C:19]([N:20]4[CH2:21][CH2:22][NH:23][CH2:24][CH2:25]4)=[C:14]3[C:13]([Br:26])=[N:12]2)(=[O:9])=[O:10])[CH:3]=[CH:4][CH:5]=[CH:6][CH:7]=1. The yield is 1.00. (4) The reactants are [CH3:1][O:2][C:3]1[CH:4]=[C:5]2[C:10](=[CH:11][C:12]=1[O:13][CH3:14])[N:9]=[CH:8][CH:7]=[C:6]2[O:15][C:16]1[CH:21]=[CH:20][C:19]([N+:22]([O-])=O)=[CH:18][N:17]=1.[Cl-].[NH4+].O. The catalyst is CO.C(OCC)(=O)C.CCCCCC.[Fe]. The product is [CH3:1][O:2][C:3]1[CH:4]=[C:5]2[C:10](=[CH:11][C:12]=1[O:13][CH3:14])[N:9]=[CH:8][CH:7]=[C:6]2[O:15][C:16]1[N:17]=[CH:18][C:19]([NH2:22])=[CH:20][CH:21]=1. The yield is 0.640. (5) The reactants are [CH3:1][O:2][C:3]([C:5]1[S:6][CH:7]=[CH:8][C:9]=1[NH2:10])=[O:4].[Br-:11].[Br-].[Br-].C1([N+](C)(C)C)C=CC=CC=1.C1([N+](C)(C)C)C=CC=CC=1.C1([N+](C)(C)C)C=CC=CC=1.C(=O)([O-])[O-].[Ca+2]. The catalyst is C(Cl)Cl.CO. The product is [NH2:10][C:9]1[CH:8]=[C:7]([Br:11])[S:6][C:5]=1[C:3]([O:2][CH3:1])=[O:4]. The yield is 0.570. (6) The reactants are [Cl:1][C:2]1[C:7]([C:8]2[N:9]=[C:10]([N:20]3[CH2:25][CH2:24][O:23][CH2:22][CH2:21]3)[S:11][C:12]=2[C:13]2[CH:18]=[CH:17][N:16]=[C:15](Cl)[N:14]=2)=[CH:6][CH:5]=[CH:4][C:3]=1[NH:26][S:27]([C:30]1[CH:35]=[C:34]([F:36])[CH:33]=[CH:32][C:31]=1[F:37])(=[O:29])=[O:28].[CH3:38][Zn]C.C1(C)C=CC=CC=1. The catalyst is O1CCOCC1.C1C=CC(P(C2C=CC=CC=2)[C-]2C=CC=C2)=CC=1.C1C=CC(P(C2C=CC=CC=2)[C-]2C=CC=C2)=CC=1.Cl[Pd]Cl.[Fe+2]. The product is [Cl:1][C:2]1[C:7]([C:8]2[N:9]=[C:10]([N:20]3[CH2:21][CH2:22][O:23][CH2:24][CH2:25]3)[S:11][C:12]=2[C:13]2[CH:18]=[CH:17][N:16]=[C:15]([CH3:38])[N:14]=2)=[CH:6][CH:5]=[CH:4][C:3]=1[NH:26][S:27]([C:30]1[CH:35]=[C:34]([F:36])[CH:33]=[CH:32][C:31]=1[F:37])(=[O:29])=[O:28]. The yield is 0.131.